From a dataset of Full USPTO retrosynthesis dataset with 1.9M reactions from patents (1976-2016). Predict the reactants needed to synthesize the given product. (1) Given the product [C:1]([NH:4][CH:5]([CH2:14][C:15]1[CH:20]=[CH:19][C:18]([CH2:21][CH3:22])=[C:17]([CH2:23][CH3:24])[CH:16]=1)[C:6]([O:8][CH2:9][CH3:10])=[O:7])(=[O:3])[CH3:2], predict the reactants needed to synthesize it. The reactants are: [C:1]([NH:4][C:5]([CH2:14][C:15]1[CH:20]=[CH:19][C:18]([CH2:21][CH3:22])=[C:17]([CH2:23][CH3:24])[CH:16]=1)(C([O-])=O)[C:6]([O:8][CH2:9][CH3:10])=[O:7])(=[O:3])[CH3:2]. (2) Given the product [F:21][C:16]1[CH:17]=[CH:18][CH:19]=[CH:20][C:15]=1[CH2:14][N:5]1[C:6]([C:7]2[CH:12]=[CH:11][C:10]([CH3:13])=[CH:9][CH:8]=2)=[C:2]([C:29]#[N:30])[C:3]([C:22]2[N:27]=[CH:26][CH:25]=[CH:24][N:23]=2)=[N:4]1, predict the reactants needed to synthesize it. The reactants are: Br[C:2]1[C:3]([C:22]2[N:27]=[CH:26][CH:25]=[CH:24][N:23]=2)=[N:4][N:5]([CH2:14][C:15]2[CH:20]=[CH:19][CH:18]=[CH:17][C:16]=2[F:21])[C:6]=1[C:7]1[CH:12]=[CH:11][C:10]([CH3:13])=[CH:9][CH:8]=1.[Cu][C:29]#[N:30].[OH-].[NH4+]. (3) Given the product [NH2:23][C:20]1[CH:21]=[CH:22][C:17]([C:14]2[O:13][C:12]([C:10]([N:5]3[CH2:6][CH:7]4[N:2]([CH3:1])[CH:3]([CH2:9][CH2:8]4)[CH2:4]3)=[O:11])=[CH:16][CH:15]=2)=[CH:18][CH:19]=1, predict the reactants needed to synthesize it. The reactants are: [CH3:1][N:2]1[CH:7]2[CH2:8][CH2:9][CH:3]1[CH2:4][N:5]([C:10]([C:12]1[O:13][C:14]([C:17]3[CH:22]=[CH:21][C:20]([N+:23]([O-])=O)=[CH:19][CH:18]=3)=[CH:15][CH:16]=1)=[O:11])[CH2:6]2.C(O)C. (4) Given the product [Br:1][C:2]1[CH:7]=[CH:6][C:5]([CH2:8][C:9](=[C:13]([C:14]([O:16][CH2:17][CH3:18])=[O:15])[C:12]([O:20][CH2:21][CH3:22])=[O:19])[CH3:10])=[CH:4][CH:3]=1, predict the reactants needed to synthesize it. The reactants are: [Br:1][C:2]1[CH:7]=[CH:6][C:5]([CH2:8][C:9](=O)[CH3:10])=[CH:4][CH:3]=1.[C:12]([O:20][CH2:21][CH3:22])(=[O:19])[CH2:13][C:14]([O:16][CH2:17][CH3:18])=[O:15].N1C=CC=CC=1. (5) Given the product [CH3:33][S:34]([O:1][CH:2]1[CH2:3][N:4]([C:6]2[S:7][CH:8]=[C:9]([C:11](=[O:32])[NH:12][CH:13]3[CH2:18][CH2:17][N:16]([C:19]([O:21][CH2:22][C:23]4[CH:28]=[CH:27][C:26]([N+:29]([O-:31])=[O:30])=[CH:25][CH:24]=4)=[O:20])[CH2:15][CH2:14]3)[N:10]=2)[CH2:5]1)(=[O:36])=[O:35], predict the reactants needed to synthesize it. The reactants are: [OH:1][CH:2]1[CH2:5][N:4]([C:6]2[S:7][CH:8]=[C:9]([C:11](=[O:32])[NH:12][CH:13]3[CH2:18][CH2:17][N:16]([C:19]([O:21][CH2:22][C:23]4[CH:28]=[CH:27][C:26]([N+:29]([O-:31])=[O:30])=[CH:25][CH:24]=4)=[O:20])[CH2:15][CH2:14]3)[N:10]=2)[CH2:3]1.[CH3:33][S:34](Cl)(=[O:36])=[O:35].C(N(CC)CC)C.